From a dataset of Full USPTO retrosynthesis dataset with 1.9M reactions from patents (1976-2016). Predict the reactants needed to synthesize the given product. (1) Given the product [O:1]=[C:2]1[NH:7][C:6](=[O:8])[CH:5]=[CH:4][N:3]1[CH2:10][C:11]([O:13][CH2:14][C:15]1[CH:20]=[CH:19][CH:18]=[CH:17][CH:16]=1)=[O:12], predict the reactants needed to synthesize it. The reactants are: [O:1]=[C:2]1[NH:7][C:6](=[O:8])[CH:5]=[CH:4][NH:3]1.Br[CH2:10][C:11]([O:13][CH2:14][C:15]1[CH:20]=[CH:19][CH:18]=[CH:17][CH:16]=1)=[O:12].C(=O)([O-])[O-].[K+].[K+].O. (2) Given the product [ClH:27].[F:18][C:15]([F:16])([F:17])[C:14]([C:11]1[CH:10]=[CH:9][C:8]([N:7]2[CH2:6][CH2:5][NH:4][CH2:3][C@@H:2]2[CH3:1])=[CH:13][CH:12]=1)([OH:23])[C:19]([F:22])([F:21])[F:20], predict the reactants needed to synthesize it. The reactants are: [CH3:1][C@@H:2]1[N:7]([C:8]2[CH:13]=[CH:12][C:11]([C:14]([OH:23])([C:19]([F:22])([F:21])[F:20])[C:15]([F:18])([F:17])[F:16])=[CH:10][CH:9]=2)[CH2:6][CH2:5][N:4](C([O-])=O)[CH2:3]1.[ClH:27]. (3) Given the product [Cl:1][C:2]1[CH:8]=[C:7]([O:9][C:10]2[C:11]3[N:18]([CH3:19])[CH:17]=[CH:16][C:12]=3[N:13]=[CH:14][N:15]=2)[CH:6]=[CH:5][C:3]=1[NH:4][C:36]([NH:35][C:31]1[CH:32]=[CH:33][CH:34]=[C:29]([C:28]([F:27])([F:38])[F:39])[CH:30]=1)=[O:37], predict the reactants needed to synthesize it. The reactants are: [Cl:1][C:2]1[CH:8]=[C:7]([O:9][C:10]2[C:11]3[N:18]([CH3:19])[CH:17]=[CH:16][C:12]=3[N:13]=[CH:14][N:15]=2)[CH:6]=[CH:5][C:3]=1[NH2:4].C(N(CC)CC)C.[F:27][C:28]([F:39])([F:38])[C:29]1[CH:30]=[C:31]([N:35]=[C:36]=[O:37])[CH:32]=[CH:33][CH:34]=1. (4) Given the product [CH3:31][N:30]1[C:26]([C:19]2[CH:18]=[C:17]([C:1]3[CH:6]=[CH:5][CH:4]=[CH:3][CH:2]=3)[CH:22]=[C:21]([N+:23]([O-:25])=[O:24])[CH:20]=2)=[N:27][N:28]=[N:29]1, predict the reactants needed to synthesize it. The reactants are: [C:1]1(B(O)O)[CH:6]=[CH:5][CH:4]=[CH:3][CH:2]=1.C(=O)([O-])[O-].[K+].[K+].Br[C:17]1[CH:18]=[C:19]([C:26]2[N:30]([CH3:31])[N:29]=[N:28][N:27]=2)[CH:20]=[C:21]([N+:23]([O-:25])=[O:24])[CH:22]=1. (5) Given the product [C:1]1([CH3:11])[CH:2]=[CH:3][C:4]([S:7]([O-:10])(=[O:8])=[O:9])=[CH:5][CH:6]=1.[OH:16][C:17]1[CH:22]=[CH:21][C:20]([S+:23]([C:30]2[CH:31]=[CH:32][CH:33]=[CH:34][CH:35]=2)[C:24]2[CH:29]=[CH:28][CH:27]=[CH:26][CH:25]=2)=[CH:19][CH:18]=1, predict the reactants needed to synthesize it. The reactants are: [C:1]1([CH3:11])[CH:6]=[CH:5][C:4]([S:7]([O-:10])(=[O:9])=[O:8])=[CH:3][CH:2]=1.C([O:16][C:17]1[CH:22]=[CH:21][C:20]([S+:23]([C:30]2[CH:35]=[CH:34][CH:33]=[CH:32][CH:31]=2)[C:24]2[CH:29]=[CH:28][CH:27]=[CH:26][CH:25]=2)=[CH:19][CH:18]=1)(C)(C)C. (6) The reactants are: [Si:1]([O:8][C@H:9]1[CH2:18][C:17]([CH3:20])([CH3:19])[CH2:16][C:15]2[N:14]=[C:13]([CH:21]([CH3:23])[CH3:22])[C:12]([CH:24]=[O:25])=[C:11]([I:26])[C:10]1=2)([C:4]([CH3:7])([CH3:6])[CH3:5])([CH3:3])[CH3:2].I[C:28]1[CH:33]=[CH:32][C:31]([C:34]([CH3:38])([CH3:37])[C:35]#[N:36])=[CH:30][CH:29]=1. Given the product [Si:1]([O:8][C@H:9]1[CH2:18][C:17]([CH3:19])([CH3:20])[CH2:16][C:15]2[N:14]=[C:13]([CH:21]([CH3:22])[CH3:23])[C:12]([C@@H:24]([OH:25])[C:28]3[CH:33]=[CH:32][C:31]([C:34]([CH3:38])([CH3:37])[C:35]#[N:36])=[CH:30][CH:29]=3)=[C:11]([I:26])[C:10]1=2)([C:4]([CH3:5])([CH3:6])[CH3:7])([CH3:3])[CH3:2], predict the reactants needed to synthesize it. (7) Given the product [Cl:14][C:15]1[CH:16]=[C:17]([C:21]2([CH2:31][NH:32][C:6](=[O:11])[C:7]([F:8])([F:9])[F:10])[CH2:22][CH2:23][C:24]3([O:25][CH2:26][CH2:27][O:28]3)[CH2:29][CH2:30]2)[CH:18]=[CH:19][CH:20]=1, predict the reactants needed to synthesize it. The reactants are: [F:8][C:7]([F:10])([F:9])[C:6](O[C:6](=[O:11])[C:7]([F:10])([F:9])[F:8])=[O:11].[Cl:14][C:15]1[CH:16]=[C:17]([C:21]2([CH2:31][NH2:32])[CH2:30][CH2:29][C:24]3([O:28][CH2:27][CH2:26][O:25]3)[CH2:23][CH2:22]2)[CH:18]=[CH:19][CH:20]=1.C(N(C(C)C)CC)(C)C. (8) Given the product [CH3:21][C:11]1[CH:12]=[C:13]([N+:18]([O-:20])=[O:19])[C:14]([O:16][CH3:17])=[CH:15][C:10]=1[N:7]1[CH2:8][CH2:9][CH:4]([CH2:3][CH2:2][S:23][CH3:22])[CH2:5][CH2:6]1, predict the reactants needed to synthesize it. The reactants are: I[CH2:2][CH2:3][CH:4]1[CH2:9][CH2:8][N:7]([C:10]2[CH:15]=[C:14]([O:16][CH3:17])[C:13]([N+:18]([O-:20])=[O:19])=[CH:12][C:11]=2[CH3:21])[CH2:6][CH2:5]1.[CH3:22][S-:23].[Na+].